Dataset: Forward reaction prediction with 1.9M reactions from USPTO patents (1976-2016). Task: Predict the product of the given reaction. (1) Given the reactants C(N(CC)CC)C.[NH2:8][C@@H:9]1[CH2:15][CH2:14][C@@H:13]([C:16]2[CH:21]=[CH:20][CH:19]=[C:18]([F:22])[C:17]=2[F:23])[CH2:12][N:11]([CH2:24][CH2:25][O:26][CH3:27])[C:10]1=[O:28].Cl[C:30](OC1C=CC([N+]([O-])=O)=CC=1)=[O:31].[C:42]1([CH:48]2[CH2:52][N:51]([CH:53]3[CH2:58][CH2:57][NH:56][CH2:55][CH2:54]3)[C:50](=[O:59])[NH:49]2)[CH:47]=[CH:46][CH:45]=[CH:44][CH:43]=1, predict the reaction product. The product is: [F:23][C:17]1[C:18]([F:22])=[CH:19][CH:20]=[CH:21][C:16]=1[C@H:13]1[CH2:12][N:11]([CH2:24][CH2:25][O:26][CH3:27])[C:10](=[O:28])[C@H:9]([NH:8][C:30]([N:56]2[CH2:55][CH2:54][CH:53]([N:51]3[CH2:52][CH:48]([C:42]4[CH:43]=[CH:44][CH:45]=[CH:46][CH:47]=4)[NH:49][C:50]3=[O:59])[CH2:58][CH2:57]2)=[O:31])[CH2:15][CH2:14]1. (2) Given the reactants [C:1](=[O:16])([O:4][C:5]1[CH:10]=[CH:9][C:8]([Br:11])=[CH:7][C:6]=1[C:12]([CH3:15])([CH3:14])[CH3:13])[O:2][CH3:3].[N+:17]([O-])([O-:19])=[O:18].[K+], predict the reaction product. The product is: [C:1](=[O:16])([O:4][C:5]1[CH:10]=[C:9]([N+:17]([O-:19])=[O:18])[C:8]([Br:11])=[CH:7][C:6]=1[C:12]([CH3:13])([CH3:15])[CH3:14])[O:2][CH3:3]. (3) Given the reactants [CH2:1]([O:8][C:9]1[CH:14]=[C:13]([N+:15]([O-])=O)[CH:12]=[CH:11][C:10]=1[O:18][CH2:19][CH2:20][O:21][CH3:22])[C:2]1[CH:7]=[CH:6][CH:5]=[CH:4][CH:3]=1.C(O)C.Cl[Sn]Cl.C(=O)(O)[O-].[Na+], predict the reaction product. The product is: [CH2:1]([O:8][C:9]1[CH:14]=[C:13]([CH:12]=[CH:11][C:10]=1[O:18][CH2:19][CH2:20][O:21][CH3:22])[NH2:15])[C:2]1[CH:7]=[CH:6][CH:5]=[CH:4][CH:3]=1. (4) The product is: [Cl:1][C:2]1[CH:8]=[C:7]([O:9][C:10]2[C:19]3[C:14](=[CH:15][C:16]([O:22][CH3:23])=[C:17]([O:20][CH3:21])[CH:18]=3)[N:13]=[CH:12][N:11]=2)[CH:6]=[CH:5][C:3]=1[NH:4][C:39](=[O:41])[O:57][CH:55]([C:54]1[CH:58]=[CH:59][CH:60]=[C:52]([O:51][CH3:50])[CH:53]=1)[CH3:56]. Given the reactants [Cl:1][C:2]1[CH:8]=[C:7]([O:9][C:10]2[C:19]3[C:14](=[CH:15][C:16]([O:22][CH3:23])=[C:17]([O:20][CH3:21])[CH:18]=3)[N:13]=[CH:12][N:11]=2)[CH:6]=[CH:5][C:3]=1[NH2:4].C1(C)C=CC=CC=1.C(N(CC)CC)C.Cl[C:39](Cl)([O:41]C(=O)OC(Cl)(Cl)Cl)Cl.[CH3:50][O:51][C:52]1[CH:53]=[C:54]([CH:58]=[CH:59][CH:60]=1)[CH:55]([OH:57])[CH3:56], predict the reaction product. (5) Given the reactants [Cl:1][C:2]1[CH:7]=[CH:6][CH:5]=[CH:4][C:3]=1[N:8]([CH3:16])[C:9]1[C:10]([NH2:15])=[CH:11][CH:12]=[CH:13][CH:14]=1.I[C:18]1[CH:23]=[CH:22][CH:21]=[CH:20][C:19]=1[N+:24]([O-:26])=[O:25].C1C=CC(P(C2C(C3C(P(C4C=CC=CC=4)C4C=CC=CC=4)=CC=C4C=3C=CC=C4)=C3C(C=CC=C3)=CC=2)C2C=CC=CC=2)=CC=1.C([O-])([O-])=O.[Cs+].[Cs+], predict the reaction product. The product is: [Cl:1][C:2]1[CH:7]=[CH:6][CH:5]=[CH:4][C:3]=1[N:8]([CH3:16])[C:9]1[C:10]([NH:15][C:18]2[CH:23]=[CH:22][CH:21]=[CH:20][C:19]=2[N+:24]([O-:26])=[O:25])=[CH:11][CH:12]=[CH:13][CH:14]=1. (6) The product is: [Cl:1][C:2]1[CH:3]=[CH:4][C:5]2[O:9][C:8]([CH:10]([Cl:20])[CH2:11][CH:12]([CH3:14])[CH3:13])=[C:7]([CH3:16])[C:6]=2[CH:17]=1. Given the reactants [Cl:1][C:2]1[CH:3]=[CH:4][C:5]2[O:9][C:8]([CH:10](O)[CH2:11][CH:12]([CH3:14])[CH3:13])=[C:7]([CH3:16])[C:6]=2[CH:17]=1.S(Cl)([Cl:20])=O.C(=O)([O-])O.[Na+], predict the reaction product. (7) Given the reactants [C:1]1([CH:7]2[NH:12][C:11]3[C:13]4[CH:19]=[CH:18][C:17]([F:20])=[CH:16][C:14]=4[S:15][C:10]=3[C:9](=[O:21])[CH2:8]2)[CH:6]=[CH:5][CH:4]=[CH:3][CH:2]=1.C1(C2NC3C4C=CC=CC=4SC=3C(=O)C2)C=CC=CC=1, predict the reaction product. The product is: [C:1]1([C:7]2[N:12]=[C:11]3[C:13]4[CH:19]=[CH:18][C:17]([F:20])=[CH:16][C:14]=4[S:15][C:10]3=[C:9]([OH:21])[CH:8]=2)[CH:6]=[CH:5][CH:4]=[CH:3][CH:2]=1.